The task is: Predict the reactants needed to synthesize the given product.. This data is from Retrosynthesis with 50K atom-mapped reactions and 10 reaction types from USPTO. Given the product O=Cc1[nH]cnc1-c1ccccc1, predict the reactants needed to synthesize it. The reactants are: OCc1[nH]cnc1-c1ccccc1.